Dataset: Full USPTO retrosynthesis dataset with 1.9M reactions from patents (1976-2016). Task: Predict the reactants needed to synthesize the given product. Given the product [C:16]([O:20][C:21](=[O:32])[NH:22][C@H:23]1[CH2:24][CH2:25][C@H:26]([CH2:29][CH2:30][N:13]2[CH2:14][CH2:15][CH:10]([C:2](=[O:9])[C:3]3[CH:8]=[CH:7][CH:6]=[CH:5][CH:4]=3)[CH2:11][CH2:12]2)[CH2:27][CH2:28]1)([CH3:19])([CH3:18])[CH3:17], predict the reactants needed to synthesize it. The reactants are: Cl.[C:2]([CH:10]1[CH2:15][CH2:14][NH:13][CH2:12][CH2:11]1)(=[O:9])[C:3]1[CH:8]=[CH:7][CH:6]=[CH:5][CH:4]=1.[C:16]([O:20][C:21](=[O:32])[NH:22][C@H:23]1[CH2:28][CH2:27][C@H:26]([CH2:29][CH:30]=O)[CH2:25][CH2:24]1)([CH3:19])([CH3:18])[CH3:17].